From a dataset of Full USPTO retrosynthesis dataset with 1.9M reactions from patents (1976-2016). Predict the reactants needed to synthesize the given product. (1) The reactants are: [I:1][C:2]1[C:11](=[O:12])[C:10]2[C:5](=[C:6]([O:16][CH3:17])[C:7]([N+:13]([O-])=O)=[CH:8][CH:9]=2)[O:4][C:3]=1[C:18]1[CH:23]=[CH:22][CH:21]=[CH:20][CH:19]=1.Cl[Sn]Cl. Given the product [NH2:13][C:7]1[C:6]([O:16][CH3:17])=[C:5]2[C:10]([C:11](=[O:12])[C:2]([I:1])=[C:3]([C:18]3[CH:23]=[CH:22][CH:21]=[CH:20][CH:19]=3)[O:4]2)=[CH:9][CH:8]=1, predict the reactants needed to synthesize it. (2) Given the product [NH2:12][C:8]1[C:9]2[C:4](=[CH:3][C:2]([Br:1])=[CH:11][CH:10]=2)[CH:5]=[CH:6][C:7]=1[NH:13][C:27]([C@@H:26]1[C@H:25]2[CH2:30][C@H:22]([CH2:23][CH2:24]2)[N:21]1[C:19]([O:18][C:14]([CH3:17])([CH3:16])[CH3:15])=[O:20])=[O:28], predict the reactants needed to synthesize it. The reactants are: [Br:1][C:2]1[CH:11]=[CH:10][C:9]2[C:4](=[CH:5][CH:6]=[C:7]([NH2:13])[C:8]=2[NH2:12])[CH:3]=1.[C:14]([O:18][C:19]([N:21]1[C@H:26]([C:27](O)=[O:28])[C@H:25]2[CH2:30][C@@H:22]1[CH2:23][CH2:24]2)=[O:20])([CH3:17])([CH3:16])[CH3:15].CN(C(ON1N=NC2C=CC=NC1=2)=[N+](C)C)C.F[P-](F)(F)(F)(F)F.CCN(C(C)C)C(C)C. (3) Given the product [ClH:28].[CH2:26]([CH:14]([O:13][C:4]1[C:3]([C:1]#[N:2])=[CH:8][CH:7]=[C:6]([C:9]([F:12])([F:10])[F:11])[N:5]=1)[CH2:15][CH2:16][NH:17][CH3:18])[CH3:27], predict the reactants needed to synthesize it. The reactants are: [C:1]([C:3]1[C:4]([O:13][CH:14]([CH2:26][CH3:27])[CH2:15][CH2:16][N:17](C)[C:18](=O)OC(C)(C)C)=[N:5][C:6]([C:9]([F:12])([F:11])[F:10])=[CH:7][CH:8]=1)#[N:2].[ClH:28]. (4) Given the product [NH2:17][C:14]1[CH:13]=[CH:12][C:11]([C:8]2[C:7]3[C:2]([NH2:1])=[N:3][CH:4]=[C:5]([C:25]4[CH:30]=[CH:29][N:28]=[CH:27][CH:26]=4)[C:6]=3[S:10][CH:9]=2)=[CH:16][CH:15]=1, predict the reactants needed to synthesize it. The reactants are: [NH2:1][C:2]1[C:7]2[C:8]([C:11]3[CH:16]=[CH:15][C:14]([NH:17]C(=O)OC(C)(C)C)=[CH:13][CH:12]=3)=[CH:9][S:10][C:6]=2[C:5]([C:25]2[CH:30]=[CH:29][N:28]=[CH:27][CH:26]=2)=[CH:4][N:3]=1. (5) Given the product [CH3:36][C:37]1[O:23][C:22]([C:20]2[N:19]=[C:18]([C:26]3[CH:31]=[CH:30][CH:29]=[CH:28][C:27]=3[C:32]([F:35])([F:33])[F:34])[N:17]([C:14]3[CH:15]=[CH:16][C:11]([C:7]4[CH:8]=[CH:9][CH:10]=[C:5]([S:2]([CH3:1])(=[O:3])=[O:4])[CH:6]=4)=[CH:12][CH:13]=3)[CH:21]=2)=[N:24][N:25]=1, predict the reactants needed to synthesize it. The reactants are: [CH3:1][S:2]([C:5]1[CH:6]=[C:7]([C:11]2[CH:16]=[CH:15][C:14]([N:17]3[CH:21]=[C:20]([C:22]([NH:24][NH2:25])=[O:23])[N:19]=[C:18]3[C:26]3[CH:31]=[CH:30][CH:29]=[CH:28][C:27]=3[C:32]([F:35])([F:34])[F:33])=[CH:13][CH:12]=2)[CH:8]=[CH:9][CH:10]=1)(=[O:4])=[O:3].[C:36](OC(=O)C)(=O)[CH3:37].C([O-])([O-])=O.[Na+].[Na+].[Na+].[Cl-]. (6) Given the product [C:1]([O-:4])(=[O:3])[CH3:2].[Pb+2:5].[C:7]([O-:10])(=[O:9])[CH3:8], predict the reactants needed to synthesize it. The reactants are: [C:1]([O-:4])(=[O:3])[CH3:2].[Pb+2:5].O.[C:7]([O-:10])(=[O:9])[CH3:8]. (7) The reactants are: [C:1]1([C:7]#[CH:8])[CH:6]=[CH:5][CH:4]=[CH:3][CH:2]=1.C([Li])CCC.C(#N)[C:15]1[CH:20]=[CH:19][CH:18]=[CH:17][CH:16]=1.CN(C)CCN(C)C.CCCCCCCCCCCCC. Given the product [C:1]1([C:7]#[C:8][C:15]2[CH:20]=[CH:19][CH:18]=[CH:17][CH:16]=2)[CH:6]=[CH:5][CH:4]=[CH:3][CH:2]=1, predict the reactants needed to synthesize it.